Dataset: Forward reaction prediction with 1.9M reactions from USPTO patents (1976-2016). Task: Predict the product of the given reaction. (1) Given the reactants [F:1][C:2]1[CH:8]=[CH:7][C:5]([NH2:6])=[CH:4][CH:3]=1.[C:9]([O:13][CH2:14][CH3:15])(=[O:12])[CH:10]=O.C1(C)C(S([CH2:25][N+:26]#[C-:27])(=O)=O)=CC=CC=1.C(=O)([O-])[O-].[K+].[K+], predict the reaction product. The product is: [F:1][C:2]1[CH:8]=[CH:7][C:5]([N:6]2[C:10]([C:9]([O:13][CH2:14][CH3:15])=[O:12])=[CH:27][N:26]=[CH:25]2)=[CH:4][CH:3]=1. (2) Given the reactants C1C(=O)N([I:8])C(=O)C1.[Cl:9][C:10]1[C:11]2[N:12]([C:16]([CH:19]3[CH2:22][CH:21]([CH2:23][OH:24])[CH2:20]3)=[N:17][CH:18]=2)[CH:13]=[CH:14][N:15]=1, predict the reaction product. The product is: [Cl:9][C:10]1[C:11]2[N:12]([C:16]([CH:19]3[CH2:20][CH:21]([CH2:23][OH:24])[CH2:22]3)=[N:17][C:18]=2[I:8])[CH:13]=[CH:14][N:15]=1. (3) The product is: [Cl:26][C:23]1[CH:24]=[CH:25][C:20]([C:18]([NH:17][CH:13]([CH2:12][C:7]2[C:5]3[C:4](=[CH:3][CH:2]=[CH:1][CH:6]=3)[NH:11][C:9](=[O:10])[CH:8]=2)[C:14]([O:16][CH2:30][CH2:29][N:28]([CH3:27])[C:32]2[CH:37]=[CH:36][CH:35]=[CH:34][CH:33]=2)=[O:15])=[O:19])=[CH:21][CH:22]=1. Given the reactants [CH:1]1[CH:2]=[CH:3][C:4]2[NH:11][C:9](=[O:10])[CH:8]=[C:7]([CH2:12][CH:13]([NH:17][C:18]([C:20]3[CH:21]=[CH:22][C:23]([Cl:26])=[CH:24][CH:25]=3)=[O:19])[C:14]([OH:16])=[O:15])[C:5]=2[CH:6]=1.[CH3:27][N:28]([C:32]1[CH:37]=[CH:36][CH:35]=[CH:34][CH:33]=1)[CH2:29][CH2:30]O, predict the reaction product. (4) Given the reactants Cl.[CH2:2]1[C:8]2[C:9]3[CH:15]=[CH:14][C:13]([N:16]4[CH:21]=[CH:20][C:19]([O:22][CH2:23][C:24]5[CH:29]=[CH:28][CH:27]=[C:26]([C:30]([F:33])([F:32])[F:31])[N:25]=5)=[CH:18][C:17]4=[O:34])=[CH:12][C:10]=3[O:11][C:7]=2[CH2:6][CH2:5][CH2:4][NH:3]1.C=O.[C:37](O[BH-](OC(=O)C)OC(=O)C)(=O)C.[Na+], predict the reaction product. The product is: [CH3:37][N:3]1[CH2:4][CH2:5][CH2:6][C:7]2[O:11][C:10]3[CH:12]=[C:13]([N:16]4[CH:21]=[CH:20][C:19]([O:22][CH2:23][C:24]5[CH:29]=[CH:28][CH:27]=[C:26]([C:30]([F:32])([F:33])[F:31])[N:25]=5)=[CH:18][C:17]4=[O:34])[CH:14]=[CH:15][C:9]=3[C:8]=2[CH2:2]1. (5) The product is: [CH3:1][O:2][C:3]1[C:12]2[C:7](=[C:8]([O:13][CH3:14])[CH:9]=[CH:10][CH:11]=2)[N:6]=[C:5]([C:15]([N:17]2[CH2:18][CH2:19][C:20]3([CH2:31][C:30](=[O:32])[C:29]4[C:24](=[CH:25][CH:26]=[C:27]([NH:33][C:34]5[NH:38][CH:37]=[N:36][N:35]=5)[CH:28]=4)[O:23]3)[CH2:21][CH2:22]2)=[O:16])[CH:4]=1. Given the reactants [CH3:1][O:2][C:3]1[C:12]2[C:7](=[C:8]([O:13][CH3:14])[CH:9]=[CH:10][CH:11]=2)[N:6]=[C:5]([C:15]([N:17]2[CH2:22][CH2:21][C:20]3([CH2:31][C:30](=[O:32])[C:29]4[C:24](=[CH:25][CH:26]=[C:27]([NH:33][C:34]5[N:38]=[CH:37][N:36](COCC[Si](C)(C)C)[N:35]=5)[CH:28]=4)[O:23]3)[CH2:19][CH2:18]2)=[O:16])[CH:4]=1.C(O)(C(F)(F)F)=O.C(N)CN, predict the reaction product. (6) Given the reactants [Cl:1][C:2]1[CH:3]=[CH:4][C:5]([O:25][CH3:26])=[C:6]([C:8]2[NH:12][N:11]=[CH:10][C:9]=2[NH:13][C:14]([C:16]2[CH:17]=[N:18][N:19]3[CH:24]=[CH:23][CH:22]=[N:21][C:20]=23)=[O:15])[CH:7]=1.I[CH2:28][C:29]1([OH:34])[CH2:33][CH2:32][CH2:31][CH2:30]1.C(=O)([O-])[O-].[Cs+].[Cs+], predict the reaction product. The product is: [Cl:1][C:2]1[CH:3]=[CH:4][C:5]([O:25][CH3:26])=[C:6]([C:8]2[C:9]([NH:13][C:14]([C:16]3[CH:17]=[N:18][N:19]4[CH:24]=[CH:23][CH:22]=[N:21][C:20]=34)=[O:15])=[CH:10][N:11]([CH2:28][C:29]3([OH:34])[CH2:33][CH2:32][CH2:31][CH2:30]3)[N:12]=2)[CH:7]=1. (7) Given the reactants [CH2:1]([NH:8][S:9]([C:12]1[CH:17]=[CH:16][C:15]([NH:18][C:19]([NH:21][C:22]2[CH:27]=[CH:26][CH:25]=[C:24]([C:28]#[N:29])[CH:23]=2)=[O:20])=[CH:14][CH:13]=1)(=[O:11])=[O:10])[C:2]1[CH:7]=[CH:6][CH:5]=[CH:4][CH:3]=1.[CH2:30]([N:34]1[CH2:39][CH2:38][NH:37][CH2:36][CH2:35]1)[CH2:31][CH2:32][CH3:33], predict the reaction product. The product is: [CH2:1]([NH:8][S:9]([C:12]1[CH:13]=[CH:14][C:15]([NH:18][C:19]([NH:21][C:22]2[CH:27]=[CH:26][CH:25]=[C:24]([C:28]([N:37]3[CH2:38][CH2:39][N:34]([CH2:30][CH2:31][CH2:32][CH3:33])[CH2:35][CH2:36]3)=[NH:29])[CH:23]=2)=[O:20])=[CH:16][CH:17]=1)(=[O:10])=[O:11])[C:2]1[CH:7]=[CH:6][CH:5]=[CH:4][CH:3]=1.